From a dataset of Catalyst prediction with 721,799 reactions and 888 catalyst types from USPTO. Predict which catalyst facilitates the given reaction. (1) Reactant: [C:1]([O:5][C:6]([N:8]([C:10](=[O:17])[C:11]1[CH:16]=[CH:15][CH:14]=[CH:13][CH:12]=1)[NH2:9])=[O:7])([CH3:4])([CH3:3])[CH3:2].[Cl:18]N1C(=O)CCC1=O. Product: [C:1]([O:5][C:6]([N:8]([C:10](=[O:17])[C:11]1[CH:16]=[CH:15][CH:14]=[CH:13][CH:12]=1)[NH:9][Cl:18])=[O:7])([CH3:4])([CH3:2])[CH3:3]. The catalyst class is: 342. (2) Reactant: [CH3:1][C:2]([CH3:33])([CH3:32])[C:3]#[C:4][C:5]1[S:9][C:8]([C:10]([O-:12])=[O:11])=[C:7]([N:13]([CH:23]2[CH2:28][CH2:27][P:26]([O:30][CH3:31])(=[O:29])[CH2:25][CH2:24]2)[C:14]([C@H:16]2[CH2:21][CH2:20][C@H:19]([CH3:22])[CH2:18][CH2:17]2)=[O:15])[CH:6]=1.[Li+].[OH-].Cl. The catalyst class is: 92. Product: [CH3:32][C:2]([CH3:1])([CH3:33])[C:3]#[C:4][C:5]1[S:9][C:8]([C:10]([OH:12])=[O:11])=[C:7]([N:13]([CH:23]2[CH2:28][CH2:27][P:26]([O:30][CH3:31])(=[O:29])[CH2:25][CH2:24]2)[C:14]([C@H:16]2[CH2:21][CH2:20][C@H:19]([CH3:22])[CH2:18][CH2:17]2)=[O:15])[CH:6]=1. (3) Reactant: [NH2:1][C:2]1[CH:11]=[C:10]([Br:12])[CH:9]=[CH:8][C:3]=1[C:4]([O:6][CH3:7])=[O:5].C([O-])(O)=O.[Na+].[C:18](Cl)(Cl)=[S:19]. Product: [Br:12][C:10]1[CH:9]=[CH:8][C:3]([C:4]([O:6][CH3:7])=[O:5])=[C:2]([N:1]=[C:18]=[S:19])[CH:11]=1. The catalyst class is: 4. (4) Reactant: [CH2:1]([N:3]1[CH:7]=[C:6]([N:8]([CH2:19][CH2:20][C:21]2[CH:22]=[N:23][C:24]([C:27]([F:30])([F:29])[F:28])=[CH:25][CH:26]=2)[C:9](=[O:18])[C:10](=[O:17])[C:11]2[CH:16]=[CH:15][CH:14]=[CH:13][CH:12]=2)[C:5]([CH3:31])=[N:4]1)[CH3:2].[BH4-].[Na+]. Product: [CH2:1]([N:3]1[CH:7]=[C:6]([N:8]([CH2:19][CH2:20][C:21]2[CH:22]=[N:23][C:24]([C:27]([F:30])([F:28])[F:29])=[CH:25][CH:26]=2)[C:9](=[O:18])[C@@H:10]([OH:17])[C:11]2[CH:12]=[CH:13][CH:14]=[CH:15][CH:16]=2)[C:5]([CH3:31])=[N:4]1)[CH3:2]. The catalyst class is: 5. (5) Reactant: [N+:1]([C:4]1[CH:5]=[C:6]2[C:10](=[CH:11][CH:12]=1)[NH:9][CH2:8][CH2:7]2)([O-:3])=[O:2].[Cl:13][CH2:14][C:15](Cl)=[O:16]. Product: [Cl:13][CH2:14][C:15]([N:9]1[C:10]2[C:6](=[CH:5][C:4]([N+:1]([O-:3])=[O:2])=[CH:12][CH:11]=2)[CH2:7][CH2:8]1)=[O:16]. The catalyst class is: 13.